This data is from Reaction yield outcomes from USPTO patents with 853,638 reactions. The task is: Predict the reaction yield, written as a fraction of the theoretical maximum amount of product (1.0 means a 100% yield; for example, 0.34 means a 34% yield). (1) The reactants are [NH2:1][C:2]1[C:11]2[C:6](=[CH:7][CH:8]=[CH:9][CH:10]=2)[C:5]([CH2:12][CH2:13][C:14]([OH:16])=O)=[CH:4][CH:3]=1.Cl.[CH3:18][O:19][C:20](=[O:34])[C:21]1[C:26]([OH:27])=[CH:25][CH:24]=[CH:23][C:22]=1[O:28][CH2:29][CH2:30][CH2:31][CH2:32][NH2:33].F[B-](F)(F)F.N1(OC(=[N+](C)C)N(C)C)C2C=CC=CC=2N=N1.C(N(CC)C(C)C)(C)C. The catalyst is CN(C=O)C.O. The product is [NH2:1][C:2]1[C:11]2[C:6](=[CH:7][CH:8]=[CH:9][CH:10]=2)[C:5]([CH2:12][CH2:13][C:14]([NH:33][CH2:32][CH2:31][CH2:30][CH2:29][O:28][C:22]2[CH:23]=[CH:24][CH:25]=[C:26]([OH:27])[C:21]=2[C:20]([O:19][CH3:18])=[O:34])=[O:16])=[CH:4][CH:3]=1. The yield is 0.520. (2) The yield is 0.600. The product is [C:1]([N:11]([CH2:12][CH2:13][C:14]([O:16][C@H:17]1[CH2:34][CH2:33][C@@:32]2([CH3:35])[CH:19](/[C:20](=[N:40]/[OH:41])/[CH2:21][C@@H:22]3[C@@H:31]2[CH2:30][CH2:29][C@@:27]2([CH3:28])[C@H:23]3[CH2:24][CH2:25][C:26]2=[O:36])[CH2:18]1)=[O:15])[CH3:38])([O:3][CH2:4][C:5]1[CH:10]=[CH:9][CH:8]=[CH:7][CH:6]=1)=[O:2]. The reactants are [C:1]([N:11]([CH3:38])[CH2:12][CH2:13][C:14]([O:16][C@H:17]1[CH2:34][CH2:33][C@@:32]2([CH3:35])[CH:19]([C:20](=O)[CH2:21][C@@H:22]3[C@@H:31]2[CH2:30][CH2:29][C@@:27]2([CH3:28])[C@H:23]3[CH2:24][CH2:25][C:26]2=[O:36])[CH2:18]1)=[O:15])([O:3][CH2:4][C:5]1[CH:10]=[CH:9][CH:8]=[CH:7][CH:6]=1)=[O:2].Cl.[NH2:40][OH:41]. No catalyst specified. (3) The reactants are [NH2:1][C@H:2]([C:6]1[CH:11]=[CH:10][C:9]([Cl:12])=[CH:8][CH:7]=1)[CH2:3][CH2:4][OH:5].[C:13]([O:17][C:18]([N:20]1[CH2:25][CH2:24][C:23]([NH:29][C:30]([O:32][C:33]([CH3:36])([CH3:35])[CH3:34])=[O:31])([C:26](O)=[O:27])[CH2:22][CH2:21]1)=[O:19])([CH3:16])([CH3:15])[CH3:14].CCN(C(C)C)C(C)C.F[P-](F)(F)(F)(F)F.N1(OC(N(C)C)=[N+](C)C)C2N=CC=CC=2N=N1. The catalyst is CC(N(C)C)=O. The product is [C:33]([O:32][C:30]([NH:29][C:23]1([C:26](=[O:27])[NH:1][C@H:2]([C:6]2[CH:7]=[CH:8][C:9]([Cl:12])=[CH:10][CH:11]=2)[CH2:3][CH2:4][OH:5])[CH2:22][CH2:21][N:20]([C:18]([O:17][C:13]([CH3:16])([CH3:15])[CH3:14])=[O:19])[CH2:25][CH2:24]1)=[O:31])([CH3:36])([CH3:35])[CH3:34]. The yield is 1.55. (4) The reactants are [C:1]([O:5][C:6]([N:8]([CH2:10][C:11]1[CH:12]=[C:13]([C:28]2[CH:33]=[CH:32][CH:31]=[CH:30][CH:29]=2)[N:14]([S:16]([C:19]2[CH:20]=[C:21]([CH:25]=[CH:26][CH:27]=2)[C:22]([OH:24])=O)(=[O:18])=[O:17])[CH:15]=1)[CH3:9])=[O:7])([CH3:4])([CH3:3])[CH3:2].[CH3:34][NH2:35].O1CCCC1. No catalyst specified. The product is [CH3:9][N:8]([CH2:10][C:11]1[CH:12]=[C:13]([C:28]2[CH:29]=[CH:30][CH:31]=[CH:32][CH:33]=2)[N:14]([S:16]([C:19]2[CH:27]=[CH:26][CH:25]=[C:21]([C:22]([NH:35][CH3:34])=[O:24])[CH:20]=2)(=[O:18])=[O:17])[CH:15]=1)[C:6](=[O:7])[O:5][C:1]([CH3:4])([CH3:2])[CH3:3]. The yield is 0.640.